Dataset: Forward reaction prediction with 1.9M reactions from USPTO patents (1976-2016). Task: Predict the product of the given reaction. The product is: [O:20]1[C:24]2[CH:25]=[CH:26][C:27]([CH:29]3[CH2:31][N:30]3[C:9]3[CH:13]4[O:14][C:15]([CH3:18])([CH3:17])[O:16][CH:12]4[C:11](=[O:19])[CH:10]=3)=[CH:28][C:23]=2[O:22][CH2:21]1. Given the reactants C(N(CC)CC)C.Cl[C:9]1[CH:13]2[O:14][C:15]([CH3:18])([CH3:17])[O:16][CH:12]2[C:11](=[O:19])[CH:10]=1.[O:20]1[C:24]2[CH:25]=[CH:26][C:27]([CH:29]3[CH2:31][NH:30]3)=[CH:28][C:23]=2[O:22][CH2:21]1, predict the reaction product.